From a dataset of Forward reaction prediction with 1.9M reactions from USPTO patents (1976-2016). Predict the product of the given reaction. (1) Given the reactants [CH2:1]([O:8][C:9]1[C:14](=[O:15])[N:13]([CH3:16])[C:12]([CH:17]2[CH2:21][CH2:20][CH2:19][CH2:18]2)=[N:11][C:10]=1[C:22]([O:24]CC)=[O:23])[C:2]1[CH:7]=[CH:6][CH:5]=[CH:4][CH:3]=1.O[Li].O, predict the reaction product. The product is: [CH2:1]([O:8][C:9]1[C:14](=[O:15])[N:13]([CH3:16])[C:12]([CH:17]2[CH2:21][CH2:20][CH2:19][CH2:18]2)=[N:11][C:10]=1[C:22]([OH:24])=[O:23])[C:2]1[CH:3]=[CH:4][CH:5]=[CH:6][CH:7]=1. (2) The product is: [F:35][C:36]([F:41])([F:40])[C:37]([OH:39])=[O:38].[NH2:8][CH2:9][CH2:10][NH:11][S:12]([C:15]1[C:16]([OH:34])=[C:17]([NH:22][C:23]([NH:25][C:26]2[CH:31]=[CH:30][CH:29]=[C:28]([Cl:32])[C:27]=2[Cl:33])=[O:24])[CH:18]=[CH:19][C:20]=1[Cl:21])(=[O:14])=[O:13]. Given the reactants C(OC([NH:8][CH2:9][CH2:10][NH:11][S:12]([C:15]1[C:16]([OH:34])=[C:17]([NH:22][C:23]([NH:25][C:26]2[CH:31]=[CH:30][CH:29]=[C:28]([Cl:32])[C:27]=2[Cl:33])=[O:24])[CH:18]=[CH:19][C:20]=1[Cl:21])(=[O:14])=[O:13])=O)(C)(C)C.[F:35][C:36]([F:41])([F:40])[C:37]([OH:39])=[O:38], predict the reaction product. (3) Given the reactants [Cl:1][C:2]1[CH:3]=[C:4]([S:9]([NH:12][C@@H:13]([C:15]2[N:19]([CH2:20][CH3:21])[C:18]([O:22][C:23]3[CH:28]=[CH:27][CH:26]=[C:25]([N:29]4[CH2:38][CH2:37][C:32]5(OCC[O:33]5)[CH2:31][CH2:30]4)[CH:24]=3)=[N:17][N:16]=2)[CH3:14])(=[O:11])=[O:10])[CH:5]=[CH:6][C:7]=1[Cl:8].C(=O)(O)[O-].[Na+], predict the reaction product. The product is: [Cl:1][C:2]1[CH:3]=[C:4]([S:9]([NH:12][C@@H:13]([C:15]2[N:19]([CH2:20][CH3:21])[C:18]([O:22][C:23]3[CH:28]=[CH:27][CH:26]=[C:25]([N:29]4[CH2:30][CH2:31][C:32](=[O:33])[CH2:37][CH2:38]4)[CH:24]=3)=[N:17][N:16]=2)[CH3:14])(=[O:10])=[O:11])[CH:5]=[CH:6][C:7]=1[Cl:8]. (4) Given the reactants [F:1][C:2]1[CH:3]=[CH:4][C:5]([NH:8][C@@H:9]2[CH2:13][CH2:12][N:11](C(OC(C)(C)C)=O)[CH2:10]2)=[N:6][CH:7]=1.Cl.O1CCOCC1, predict the reaction product. The product is: [F:1][C:2]1[CH:3]=[CH:4][C:5]([NH:8][C@@H:9]2[CH2:13][CH2:12][NH:11][CH2:10]2)=[N:6][CH:7]=1. (5) Given the reactants N1C=CC=CC=1.[CH3:7][O:8][C:9](=[O:27])[C@@H:10]([NH:19][C:20]([O:22][C:23]([CH3:26])([CH3:25])[CH3:24])=[O:21])[CH2:11][C:12]1[CH:17]=[CH:16][C:15]([OH:18])=[CH:14][CH:13]=1.[F:28][C:29]([F:42])([F:41])[S:30](O[S:30]([C:29]([F:42])([F:41])[F:28])(=[O:32])=[O:31])(=[O:32])=[O:31], predict the reaction product. The product is: [CH3:7][O:8][C:9](=[O:27])[C@@H:10]([NH:19][C:20]([O:22][C:23]([CH3:24])([CH3:26])[CH3:25])=[O:21])[CH2:11][C:12]1[CH:17]=[CH:16][C:15]([O:18][S:30]([C:29]([F:42])([F:41])[F:28])(=[O:32])=[O:31])=[CH:14][CH:13]=1. (6) Given the reactants [C:1]([C:3]1([OH:10])[CH2:9][CH2:8][CH2:7][CH2:6][CH2:5][CH2:4]1)#[CH:2].C(N(CC)CC)C.Br[C:19]1[CH:40]=[CH:39][C:22]([C:23]([NH:25][S:26]([C:29]2[CH:34]=[CH:33][CH:32]=[CH:31][C:30]=2[S:35](=[O:38])(=[O:37])[NH2:36])(=[O:28])=[O:27])=[O:24])=[CH:21][C:20]=1[O:41][CH:42]([CH3:44])[CH3:43], predict the reaction product. The product is: [OH:10][C:3]1([C:1]#[C:2][C:19]2[CH:40]=[CH:39][C:22]([C:23]([NH:25][S:26]([C:29]3[CH:34]=[CH:33][CH:32]=[CH:31][C:30]=3[S:35](=[O:37])(=[O:38])[NH2:36])(=[O:27])=[O:28])=[O:24])=[CH:21][C:20]=2[O:41][CH:42]([CH3:44])[CH3:43])[CH2:9][CH2:8][CH2:7][CH2:6][CH2:5][CH2:4]1.